This data is from Full USPTO retrosynthesis dataset with 1.9M reactions from patents (1976-2016). The task is: Predict the reactants needed to synthesize the given product. (1) Given the product [Br:1][C:2]1[C:11]([Br:12])=[C:10]([NH2:13])[C:9]2[N:16]=[C:17]([Cl:18])[N:7]3[C:8]=2[C:3]=1[CH2:4][CH2:5][CH2:6]3, predict the reactants needed to synthesize it. The reactants are: [Br:1][C:2]1[C:11]([Br:12])=[C:10]([N+:13]([O-])=O)[C:9]2[N:16]=[C:17]([Cl:18])[N:7]3[C:8]=2[C:3]=1[CH2:4][CH2:5][CH2:6]3.Cl[Sn]Cl. (2) Given the product [CH2:23]([O:28][C:12]1[N:11]=[CH:10][C:9]2[O:8][C:5]3[C:4]([C@:15]4([N:20]=[C:19]([NH2:21])[CH2:18][O:17][CH2:16]4)[C:14]=2[CH:13]=1)=[CH:3][C:2]([C:31]1[CH:30]=[N:29][CH:34]=[CH:33][CH:32]=1)=[CH:7][CH:6]=3)[C:24]([CH3:27])([CH3:26])[CH3:25], predict the reactants needed to synthesize it. The reactants are: Br[C:2]1[CH:3]=[C:4]2[C@:15]3([N:20]=[C:19]([NH2:21])[CH2:18][O:17][CH2:16]3)[C:14]3[CH:13]=[C:12](Cl)[N:11]=[CH:10][C:9]=3[O:8][C:5]2=[CH:6][CH:7]=1.[CH2:23]([OH:28])[C:24]([CH3:27])([CH3:26])[CH3:25].[N:29]1[CH:34]=[CH:33][CH:32]=[C:31](B(O)O)[CH:30]=1. (3) Given the product [Br:25][CH:8]([CH2:7][CH:1]1[CH2:2][CH2:3][CH2:4][CH2:5][CH2:6]1)[C:9]([C:11]1[CH:16]=[C:15]([C:17]([CH3:18])([CH3:20])[CH3:19])[CH:14]=[C:13]([C:21]([CH3:24])([CH3:23])[CH3:22])[CH:12]=1)=[O:10], predict the reactants needed to synthesize it. The reactants are: [CH:1]1([CH2:7][CH2:8][C:9]([C:11]2[CH:16]=[C:15]([C:17]([CH3:20])([CH3:19])[CH3:18])[CH:14]=[C:13]([C:21]([CH3:24])([CH3:23])[CH3:22])[CH:12]=2)=[O:10])[CH2:6][CH2:5][CH2:4][CH2:3][CH2:2]1.[Br:25]Br.[O-]S([O-])=O.[Na+].[Na+]. (4) Given the product [N:31]1[CH:32]=[CH:33][C:28]([C:24]2[CH:23]=[C:22]([C:21]3[CH2:20][C:19](=[O:35])[NH:18][C:9]4[CH:10]=[C:11]([C:14]([F:17])([F:16])[F:15])[CH:12]=[CH:13][C:8]=4[N:7]=3)[CH:27]=[CH:26][CH:25]=2)=[CH:29][CH:30]=1, predict the reactants needed to synthesize it. The reactants are: C(OC(=O)[NH:7][C:8]1[CH:13]=[CH:12][C:11]([C:14]([F:17])([F:16])[F:15])=[CH:10][C:9]=1[NH:18][C:19](=[O:35])[CH2:20][C:21](=O)[C:22]1[CH:27]=[CH:26][CH:25]=[C:24]([C:28]2[CH:33]=[CH:32][N:31]=[CH:30][CH:29]=2)[CH:23]=1)(C)(C)C.C(O)(C(F)(F)F)=O. (5) Given the product [N:21]1([C:2]2[N:3]=[C:4]([N:15]3[CH2:16][CH2:17][O:33][CH2:20][CH2:18]3)[C:5]3[CH:10]=[CH:9][NH:8][C:6]=3[N:7]=2)[CH2:26][CH2:25][O:24][CH2:23][CH2:22]1, predict the reactants needed to synthesize it. The reactants are: Cl[C:2]1[N:3]=[C:4](Cl)[C:5]2[CH:10]=[CH:9][NH:8][C:6]=2[N:7]=1.C([N:15]([CH:18]([CH3:20])C)[CH2:16][CH3:17])(C)C.[NH:21]1[CH2:26][CH2:25][O:24][CH2:23][CH2:22]1.CN1C(=[O:33])CCC1. (6) Given the product [CH2:1]([C:5]1[N:6]=[C:7]([CH3:34])[N:8]([C:27]2[N:32]=[CH:31][C:30]([O:33][CH2:42][CH3:43])=[CH:29][N:28]=2)[C:9](=[O:26])[C:10]=1[CH2:11][C:12]1[CH:13]=[CH:14][C:15]([C:18]2[C:19]([C:24]#[N:25])=[CH:20][CH:21]=[CH:22][CH:23]=2)=[CH:16][CH:17]=1)[CH2:2][CH2:3][CH3:4], predict the reactants needed to synthesize it. The reactants are: [CH2:1]([C:5]1[N:6]=[C:7]([CH3:34])[N:8]([C:27]2[N:32]=[CH:31][C:30]([OH:33])=[CH:29][N:28]=2)[C:9](=[O:26])[C:10]=1[CH2:11][C:12]1[CH:17]=[CH:16][C:15]([C:18]2[C:19]([C:24]#[N:25])=[CH:20][CH:21]=[CH:22][CH:23]=2)=[CH:14][CH:13]=1)[CH2:2][CH2:3][CH3:4].C(=O)([O-])[O-].[K+].[K+].I[CH2:42][CH3:43]. (7) Given the product [Cl:1][C:2]1[C:3]([NH2:19])=[N:4][C:5]([NH:26][C:25]2[CH:27]=[CH:28][C:22]([O:21][CH3:20])=[CH:23][CH:24]=2)=[N:6][C:7]=1[N:8]1[C:12]2[CH:13]=[CH:14][CH:15]=[CH:16][C:11]=2[N:10]=[C:9]1[CH3:17], predict the reactants needed to synthesize it. The reactants are: [Cl:1][C:2]1[C:3]([NH2:19])=[N:4][C:5](F)=[N:6][C:7]=1[N:8]1[C:12]2[CH:13]=[CH:14][CH:15]=[CH:16][C:11]=2[N:10]=[C:9]1[CH3:17].[CH3:20][O:21][C:22]1[CH:28]=[CH:27][C:25]([NH2:26])=[CH:24][CH:23]=1.CN1C(=O)CCC1. (8) Given the product [NH2:43][CH2:42][CH2:41][O:40][CH2:39][C:11]1[N:10]=[C:9]([CH3:46])[C:8]([C:6]([OH:7])=[O:5])=[C:13]([C:14]2[CH:19]=[CH:18][CH:17]=[C:16]([Cl:20])[CH:15]=2)[C:12]=1[C:21](=[O:38])[NH:22][CH2:23][CH2:24][CH:25]([C:32]1[CH:33]=[CH:34][CH:35]=[CH:36][CH:37]=1)[C:26]1[CH:27]=[CH:28][CH:29]=[CH:30][CH:31]=1, predict the reactants needed to synthesize it. The reactants are: C(CC[O:5][C:6]([C:8]1[CH:13]([C:14]2[CH:19]=[CH:18][CH:17]=[C:16]([Cl:20])[CH:15]=2)[C:12]([C:21](=[O:38])[NH:22][CH2:23][CH2:24][CH:25]([C:32]2[CH:37]=[CH:36][CH:35]=[CH:34][CH:33]=2)[C:26]2[CH:31]=[CH:30][CH:29]=[CH:28][CH:27]=2)=[C:11]([CH2:39][O:40][CH2:41][CH2:42][N:43]=[N+]=[N-])[NH:10][C:9]=1[CH3:46])=[O:7])#N.[OH-].[Na+].Cl.O.